From a dataset of Tyrosyl-DNA phosphodiesterase HTS with 341,365 compounds. Binary Classification. Given a drug SMILES string, predict its activity (active/inactive) in a high-throughput screening assay against a specified biological target. (1) The molecule is Clc1cc(NC(=O)N(CCC#N)c2ccccc2)ccc1Cl. The result is 0 (inactive). (2) The result is 0 (inactive). The compound is s1c(C(=O)N2CC(N(CC2)c2cc(ccc2)C)C)cc2c1c1c([nH]c2=O)ccc(c1)C. (3) The compound is O1C(CCC1)CNC(=O)C(NC(=O)C1N(Cc2c(C1)cccc2)C(OC(C)(C)C)=O)C. The result is 0 (inactive). (4) The molecule is s1c(c2nc(N3CCN(CC3)CC)c3c(n2)cccc3)ccc1. The result is 0 (inactive).